From a dataset of Reaction yield outcomes from USPTO patents with 853,638 reactions. Predict the reaction yield, written as a fraction of the theoretical maximum amount of product (1.0 means a 100% yield; for example, 0.34 means a 34% yield). (1) The reactants are [Cl-].O[NH3+:3].[C:4](=[O:7])([O-])[OH:5].[Na+].[CH2:9]([N:11]1[CH2:16][CH2:15][CH:14]([N:17]2[C:22](=[O:23])[C:21]([CH2:24][C:25]3[CH:30]=[CH:29][C:28]([C:31]4[C:32]([C:37]#[N:38])=[CH:33][CH:34]=[CH:35][CH:36]=4)=[CH:27][CH:26]=3)=[C:20]([CH2:39][CH2:40][CH3:41])[N:19]3[N:42]=[CH:43][N:44]=[C:18]23)[CH2:13][CH2:12]1)[CH3:10]. The catalyst is CS(C)=O.C(OCC)(=O)C. The product is [CH2:9]([N:11]1[CH2:12][CH2:13][CH:14]([N:17]2[C:22](=[O:23])[C:21]([CH2:24][C:25]3[CH:30]=[CH:29][C:28]([C:31]4[CH:36]=[CH:35][CH:34]=[CH:33][C:32]=4[C:37]4[NH:3][C:4](=[O:7])[O:5][N:38]=4)=[CH:27][CH:26]=3)=[C:20]([CH2:39][CH2:40][CH3:41])[N:19]3[N:42]=[CH:43][N:44]=[C:18]23)[CH2:15][CH2:16]1)[CH3:10]. The yield is 0.350. (2) The catalyst is [I-].C([N+](CCCC)(CCCC)CCCC)CCC.CN(C)C=O. The yield is 0.610. The product is [CH2:1]([N:8]1[C:16]2[C@:15]3([CH3:20])[C:17]([CH3:18])([CH3:19])[C@@H:12]([CH2:13][CH2:14]3)[C:11]=2[C:10](=[O:21])[N:9]1[CH2:23][C:24]1[N:25]=[C:26]([CH3:29])[S:27][CH:28]=1)[C:2]1[CH:3]=[CH:4][CH:5]=[CH:6][CH:7]=1. The reactants are [CH2:1]([N:8]1[C:16]2[C@:15]3([CH3:20])[C:17]([CH3:19])([CH3:18])[C@@H:12]([CH2:13][CH2:14]3)[C:11]=2[C:10](=[O:21])[NH:9]1)[C:2]1[CH:7]=[CH:6][CH:5]=[CH:4][CH:3]=1.Cl[CH2:23][C:24]1[N:25]=[C:26]([CH3:29])[S:27][CH:28]=1.